Dataset: Experimentally validated miRNA-target interactions with 360,000+ pairs, plus equal number of negative samples. Task: Binary Classification. Given a miRNA mature sequence and a target amino acid sequence, predict their likelihood of interaction. (1) The miRNA is hsa-miR-6755-3p with sequence UGUUGUCAUGUUUUUUCCCUAG. The protein sequence of the target gene is MLAGRAARTCALLALCLLGSGAQDFGPTRFICTSVPVDADMCAASVAAGGAEELRSNVLQLRETVLQQKETILSQKETIRELTTKLGRCESQSTLDSGPGEARSGGGRKQPGSGKNTMGDLSRTPAAETLSQLGQTLQSLKTRLENLEQYSRLNSSSQTNSLKDLLQSKIDDLERQVLSRVNTLEEGKGGPKNDTEERAKIESALTSLHQRISELEKGQKDNRPGDKFQLTFPLRTNYMYAKVKKSLPEMYAFTVCMWLKSSAAPGVGTPFSYAVPGQANELVLIEWGNNPMEILINDKV.... Result: 0 (no interaction). (2) The protein sequence of the target gene is MSSAPTTPPSVDKVDGFSRKSVRKARQKRSQSSSQFRSQGKPIELTPLPLLKDVPTSEQPELFLKKLQQCCVIFDFMDTLSDLKMKEYKRSTLNELVDYITISRGCLTEQTYPEVVRMVSCNIFRTLPPSDSNEFDPEEDEPTLEASWPHLQLVYEFFIRFLESQEFQPSIAKKYIDQKFVLQLLELFDSEDPRERDYLKTVLHRIYGKFLGLRAFIRKQINNIFLRFVYETEHFNGVAELLEILGSIINGFALPLKAEHKQFLVKVLIPLHTVRSLSLFHAQLAYCIVQFLEKDPSLTE.... Result: 1 (interaction). The miRNA is mmu-miR-669b-5p with sequence AGUUUUGUGUGCAUGUGCAUGU. (3) The miRNA is mmu-miR-302c-3p with sequence AAGUGCUUCCAUGUUUCAGUGG. The protein sequence of the target gene is MNLEKLSKPELLTLFSILEGELEARDLVIEALKAQHRDTFIEERYGKYNISDPLMALQRDFETLKEKNDSEKQPVCTNPLSVLKAVMKQCKNMQERMLSQLAAAESRHRKVILDLEEERQRHAQDTAEGDDVTYMLEKERERLTQQLEFEKSQVKKFEKEQKKLSSQLEEERTRHKQLSSMLVLECRKATSKAAEEGQKAGELSLKLDKEKSRASKLEEELAAERKRGLQTEAQVEKQLSEFDIEREQLRAKLNREENRTRALKEEVESLKKLVKDLEAAQQHRSTSEQGREPVTMSRGT.... Result: 0 (no interaction). (4) The miRNA is hsa-miR-378j with sequence ACUGGAUUUGGAGCCAGAA. The protein sequence of the target gene is MSTNENANTPAARLHRFKNKGKDSTEMRRRRIEVNVELRKAKKDDQMLKRRNVSSFPDDATSPLQENRNNQGTVNWSVDDIVKGINSSNVENQLQATQAARKLLSREKQPPIDNIIRAGLIPKFVSFLGRTDCSPIQFESAWALTNIASGTSEQTKAVVDGGAIPAFISLLASPHAHISEQAVWALGNIAGDGSVFRDLVIKYGAVDPLLALLAVPDMSSLACGYLRNLTWTLSNLCRNKNPAPPIDAVEQILPTLVRLLHHDDPEVLADTCWAISYLTDGPNERIGMVVKTGVVPQLVK.... Result: 0 (no interaction). (5) The miRNA is mmu-miR-5120 with sequence UUUGGGGCUGUGGUGCCACCAGC. The protein sequence of the target gene is MSDHGDVSLPPQDRVRILSQLGSAVELNEDIPPRRYYRSGVEIIRMASVYSEEGNIEHAFILYNKYITLFIEKLPKHRDYKSAIIPEKKDAVKKLKSVAFPKAEELKTELLRRYTKEYEQYKERKKKEEEELARNIAIQQELEKEKQRVAQQKQKQLEQEQFHAFEEMIQRQELEKERLKIVQEFGKVDPGPCGPLLPDLEKPCVDVAPSSPFSPTQTPDCNTGMRPAKPPVVDRSLKPGALSVIENVPTIEGLRHIVVPRNLCSEFLQLASANTAKGIETCGVLCGKLMRNEFTITHVL.... Result: 0 (no interaction). (6) The miRNA is hsa-miR-152-3p with sequence UCAGUGCAUGACAGAACUUGG. The protein sequence of the target gene is MLAALLGGAGARTGTLPGALLCLMALLQLLCSAPRGSGLAHGRRLICWQALLQCQGEPDCSYAYSQYAEACAPVLAQRGGADAPGPAGAFPASAASSPRWRCPSHCISALIQLNHTRRGPALEDCDCAQDEHCRSTKRAIEPCLPRTSSVGPGAGAGSVMGCTEARRRCDRDSRCNLALSRYLAYCGKLFNGLRCTDECRAVIEDMLAVPKAALLNDCVCDGLERPICESVKENMARLCFGPDASNGPGSSGSDGGLDDYYDEEYDDEQRAGAAGGEQPLDDDDGLARPGGGAAAAGGRG.... Result: 0 (no interaction).